Predict the reaction yield, written as a fraction of the theoretical maximum amount of product (1.0 means a 100% yield; for example, 0.34 means a 34% yield). From a dataset of Reaction yield outcomes from USPTO patents with 853,638 reactions. The catalyst is CCOC(C)=O.[Pd]. The yield is 0.940. The product is [CH:9]1([C:10]#[N:11])[C:6]2[CH:5]=[CH:4][CH:3]=[CH:2][C:7]=2[CH2:8]1. The reactants are Cl[C:2]1[C:7]2[CH2:8][CH:9]([C:10]#[N:11])[C:6]=2[CH:5]=[CH:4][CH:3]=1.C(N(CC)CC)C.